Dataset: Full USPTO retrosynthesis dataset with 1.9M reactions from patents (1976-2016). Task: Predict the reactants needed to synthesize the given product. Given the product [CH2:23]([O:25][C:26](=[O:34])[C:27]1[CH:32]=[CH:31][CH:30]=[C:29]([O:33][C:2]2[CH:3]=[C:4]([NH:10][CH2:11][CH2:12][C:13]3[CH:18]=[CH:17][C:16]([O:19][CH3:20])=[C:15]([O:21][CH3:22])[CH:14]=3)[N:5]=[C:6]([S:8][CH3:9])[N:7]=2)[CH:28]=1)[CH3:24], predict the reactants needed to synthesize it. The reactants are: Cl[C:2]1[N:7]=[C:6]([S:8][CH3:9])[N:5]=[C:4]([NH:10][CH2:11][CH2:12][C:13]2[CH:18]=[CH:17][C:16]([O:19][CH3:20])=[C:15]([O:21][CH3:22])[CH:14]=2)[CH:3]=1.[CH2:23]([O:25][C:26](=[O:34])[C:27]1[CH:32]=[CH:31][CH:30]=[C:29]([OH:33])[CH:28]=1)[CH3:24].C([O-])([O-])=O.[Cs+].[Cs+].